Dataset: Reaction yield outcomes from USPTO patents with 853,638 reactions. Task: Predict the reaction yield, written as a fraction of the theoretical maximum amount of product (1.0 means a 100% yield; for example, 0.34 means a 34% yield). (1) The reactants are [S:1]1[C:5]([CH2:6][CH:7]=[O:8])=[CH:4][C:3]2[CH:9]=[CH:10][CH:11]=[CH:12][C:2]1=2.[C:13]([Mg]Br)#[CH:14].[NH4+].[Cl-]. The product is [S:1]1[C:5]([CH2:6][CH:7]([OH:8])[C:13]#[CH:14])=[CH:4][C:3]2[CH:9]=[CH:10][CH:11]=[CH:12][C:2]1=2. The catalyst is C1COCC1. The yield is 0.840. (2) The reactants are C[O:2][C:3]([C:5]1[N:6]=[N:7][C:8]([Cl:18])=[CH:9][C:10]=1[NH:11][C:12]1[CH:16]=[CH:15][N:14]([CH3:17])[N:13]=1)=O.[NH3:19]. The catalyst is CO. The product is [Cl:18][C:8]1[N:7]=[N:6][C:5]([C:3]([NH2:19])=[O:2])=[C:10]([NH:11][C:12]2[CH:16]=[CH:15][N:14]([CH3:17])[N:13]=2)[CH:9]=1. The yield is 1.00. (3) The reactants are C(OC(=O)[NH:7][C@H:8]([C:10]1[CH:15]=[CH:14][CH:13]=[C:12]([O:16][C:17]2[CH:18]=[N:19][C:20]([CH3:23])=[CH:21][CH:22]=2)[CH:11]=1)[CH3:9])(C)(C)C.Cl. The catalyst is CCOCC.CO. The product is [CH3:23][C:20]1[N:19]=[CH:18][C:17]([O:16][C:12]2[CH:11]=[C:10]([C@@H:8]([NH2:7])[CH3:9])[CH:15]=[CH:14][CH:13]=2)=[CH:22][CH:21]=1. The yield is 1.00. (4) The reactants are [C:1]([NH:8][C@@H:9]([CH2:13][C:14]1[CH:21]=[C:19]([OH:20])[C:17]([OH:18])=[CH:16][CH:15]=1)[C:10]([OH:12])=[O:11])([O:3][C:4]([CH3:7])([CH3:6])[CH3:5])=[O:2].[C:22](=O)(ON1C(=O)CCC1=O)[O:23]N1C(=O)CCC1=O.C(N(CC)CC)C. The catalyst is ClCCl. The product is [C:4]([O:3][C:1]([NH:8][C@@H:9]([CH2:13][C:14]1[CH:15]=[CH:16][C:17]2[O:18][C:22](=[O:23])[O:20][C:19]=2[CH:21]=1)[C:10]([OH:12])=[O:11])=[O:2])([CH3:6])([CH3:7])[CH3:5]. The yield is 0.910. (5) The reactants are C1CO[C:8]2[CH:7]=[CH:6][C:5]([NH:11][C:12]3[C:17]([F:18])=[CH:16][N:15]=[C:14]([NH:19][C:20]4[CH:25]=[CH:24][CH:23]=[C:22](O)C=4)[N:13]=3)=[CH:4][C:3]=2[O:2]1.ClC1N=C(NC2C=CC=[C:37]([OH:41])[CH:36]=2)C(F)=CN=1.CC1OC(C)=CC=1CN. No catalyst specified. The product is [CH3:36][C:37]1[O:41][C:23]([CH3:22])=[CH:24][C:25]=1[CH2:20][NH:19][C:14]1[N:13]=[C:12]([NH:11][C:5]2[CH:6]=[CH:7][CH:8]=[C:3]([OH:2])[CH:4]=2)[C:17]([F:18])=[CH:16][N:15]=1. The yield is 0.590. (6) The reactants are Br[C:2]1[C:6]([Br:7])=[C:5]([N:8]2[CH2:13][CH2:12][O:11][CH2:10][CH2:9]2)[S:4][C:3]=1[C:14]([O:16][CH2:17][CH3:18])=[O:15].[Cl-].[Cl:20][C:21]1[CH:22]=[C:23]([CH:26]=[CH:27][C:28]=1[Cl:29])[CH2:24][Zn+].C1COCC1. The catalyst is C1C=CC([P]([Pd]([P](C2C=CC=CC=2)(C2C=CC=CC=2)C2C=CC=CC=2)([P](C2C=CC=CC=2)(C2C=CC=CC=2)C2C=CC=CC=2)[P](C2C=CC=CC=2)(C2C=CC=CC=2)C2C=CC=CC=2)(C2C=CC=CC=2)C2C=CC=CC=2)=CC=1. The product is [Br:7][C:6]1[C:2]([CH2:24][C:23]2[CH:26]=[CH:27][C:28]([Cl:29])=[C:21]([Cl:20])[CH:22]=2)=[C:3]([C:14]([O:16][CH2:17][CH3:18])=[O:15])[S:4][C:5]=1[N:8]1[CH2:13][CH2:12][O:11][CH2:10][CH2:9]1. The yield is 0.500. (7) The catalyst is O.C(Cl)Cl. The reactants are [C:1]([O:5][C:6]([N:8]1[C:16]2[C:11](=[CH:12][C:13]([CH:17]=[CH2:18])=[CH:14][CH:15]=2)[CH:10]=[CH:9]1)=[O:7])([CH3:4])([CH3:3])[CH3:2].B1C2CCCC1CCC2.C1C[O:31]CC1. The product is [C:1]([O:5][C:6]([N:8]1[C:16]2[C:11](=[CH:12][C:13]([CH2:17][CH2:18][OH:31])=[CH:14][CH:15]=2)[CH:10]=[CH:9]1)=[O:7])([CH3:4])([CH3:3])[CH3:2]. The yield is 0.760. (8) The reactants are [Cl:1][C:2]1[C:3]([NH:27][C:28]2[CH:33]=[CH:32][CH:31]=[CH:30][C:29]=2[C:34](=[O:37])[NH:35][CH3:36])=[N:4][C:5]([NH:8][C:9]2[CH:10]=[CH:11][C:12]3[CH2:18][N:17]([CH2:19][CH2:20][O:21]C(=O)C)[CH2:16][CH2:15][N:14]([CH3:25])[C:13]=3[CH:26]=2)=[N:6][CH:7]=1.ClC1C(NC2C=CC=CC=2C(NC)=O)=NC(NC2C=CC3CNCCN(C)C=3C=2)=NC=1.C(OCCBr)(=O)C.C(N(CC)CC)C. The catalyst is CO.ClCCl.CN(C=O)C. The product is [Cl:1][C:2]1[C:3]([NH:27][C:28]2[CH:33]=[CH:32][CH:31]=[CH:30][C:29]=2[C:34]([NH:35][CH3:36])=[O:37])=[N:4][C:5]([NH:8][C:9]2[CH:10]=[CH:11][C:12]3[CH2:18][N:17]([CH2:19][CH2:20][OH:21])[CH2:16][CH2:15][N:14]([CH3:25])[C:13]=3[CH:26]=2)=[N:6][CH:7]=1. The yield is 0.100. (9) The reactants are [CH3:1][N:2]([CH3:6])[CH:3]([CH3:5])[CH3:4].[CH3:7][O:8][C:9](=[O:12])[O:10]C. The catalyst is CO. The product is [CH3:7][O:8][C:9](=[O:10])[O-:12].[CH3:1][N+:2]([CH3:7])([CH3:6])[CH:3]([CH3:5])[CH3:4]. The yield is 0.603.